Dataset: Full USPTO retrosynthesis dataset with 1.9M reactions from patents (1976-2016). Task: Predict the reactants needed to synthesize the given product. (1) Given the product [Cl:31][CH2:32][S:33]([NH:1][C:2]1[CH:30]=[CH:29][C:5]2[NH:6][C:7]([C:12]3[C:13](=[O:28])[N:14]([CH2:23][CH2:24][CH:25]([CH3:27])[CH3:26])[C:15]4[C:20]([C:21]=3[OH:22])=[CH:19][CH:18]=[CH:17][N:16]=4)=[N:8][S:9](=[O:11])(=[O:10])[C:4]=2[CH:3]=1)(=[O:35])=[O:34], predict the reactants needed to synthesize it. The reactants are: [NH2:1][C:2]1[CH:30]=[CH:29][C:5]2[NH:6][C:7]([C:12]3[C:13](=[O:28])[N:14]([CH2:23][CH2:24][CH:25]([CH3:27])[CH3:26])[C:15]4[C:20]([C:21]=3[OH:22])=[CH:19][CH:18]=[CH:17][N:16]=4)=[N:8][S:9](=[O:11])(=[O:10])[C:4]=2[CH:3]=1.[Cl:31][CH2:32][S:33](Cl)(=[O:35])=[O:34]. (2) Given the product [Br:7][C:8]1[CH:9]=[C:10]2[C:16]([C:17]([NH:6][CH2:1][CH2:2][CH2:3][CH2:4][CH3:5])=[O:19])=[CH:15][NH:14][C:11]2=[N:12][CH:13]=1, predict the reactants needed to synthesize it. The reactants are: [CH2:1]([NH2:6])[CH2:2][CH2:3][CH2:4][CH3:5].[Br:7][C:8]1[CH:9]=[C:10]2[C:16]([C:17]([O:19]C)=O)=[CH:15][NH:14][C:11]2=[N:12][CH:13]=1. (3) Given the product [CH3:21][C@:2]1([C:3](=[O:20])[C@@H:4]([NH:12][C:13](=[O:19])[O:14][C:15]([CH3:16])([CH3:17])[CH3:18])[CH2:5][CH:6]2[CH2:10][CH2:9][NH:8][C:7]2=[O:11])[CH2:1][O:22]1, predict the reactants needed to synthesize it. The reactants are: [CH3:1][C:2](=[CH2:21])[C:3](=[O:20])[C@@H:4]([NH:12][C:13](=[O:19])[O:14][C:15]([CH3:18])([CH3:17])[CH3:16])[CH2:5][CH:6]1[CH2:10][CH2:9][NH:8][C:7]1=[O:11].[OH:22]O.C(#N)C1C=CC=CC=1.CCN(C(C)C)C(C)C. (4) Given the product [F:1][C@H:2]([C:14]1[CH:15]=[CH:16][CH:17]=[CH:18][CH:19]=1)[CH:3]([NH:6][C:7](=[O:13])[O:8][C:9]([CH3:12])([CH3:11])[CH3:10])[CH:4]([OH:24])[CH2:5][OH:39], predict the reactants needed to synthesize it. The reactants are: [F:1][C@@H:2]([C:14]1[CH:19]=[CH:18][CH:17]=[CH:16][CH:15]=1)[C@H:3]([NH:6][C:7](=[O:13])[O:8][C:9]([CH3:12])([CH3:11])[CH3:10])[CH:4]=[CH2:5].C([OH:24])(C)(C)C.C[N+]1([O-])CCOCC1.S([O-])([O-])=O.[Na+].[Na+].[OH2:39]. (5) Given the product [Br:1][C:2]1[CH:3]=[C:4]([C:12]([OH:14])([CH3:15])[CH3:13])[CH:5]=[C:6]([C:8]([F:10])([F:11])[F:9])[CH:7]=1, predict the reactants needed to synthesize it. The reactants are: [Br:1][C:2]1[CH:3]=[C:4]([C:12](=[O:14])[CH3:13])[CH:5]=[C:6]([C:8]([F:11])([F:10])[F:9])[CH:7]=1.[CH3:15][Mg+].[Br-]. (6) Given the product [CH2:31]([N:18]([CH2:11][C:12]1[CH:17]=[CH:16][CH:15]=[CH:14][CH:13]=1)[C@H:19]1[CH2:20][CH2:21][C@H:22]([C:25](=[O:26])[C:5]#[C:4][CH2:3][O:2][CH3:1])[CH2:23][CH2:24]1)[C:32]1[CH:33]=[CH:34][CH:35]=[CH:36][CH:37]=1, predict the reactants needed to synthesize it. The reactants are: [CH3:1][O:2][CH2:3][C:4]#[CH:5].[Li]CCCC.[CH2:11]([N:18]([CH2:31][C:32]1[CH:37]=[CH:36][CH:35]=[CH:34][CH:33]=1)[C@H:19]1[CH2:24][CH2:23][C@H:22]([C:25](N(OC)C)=[O:26])[CH2:21][CH2:20]1)[C:12]1[CH:17]=[CH:16][CH:15]=[CH:14][CH:13]=1. (7) Given the product [CH2:7]([O:14][C:15]1[CH:20]=[CH:19][C:18]([C:26]2[C:27]([NH2:32])=[N:28][CH:29]=[CH:30][CH:31]=2)=[CH:17][C:16]=1[F:24])[C:8]1[CH:13]=[CH:12][CH:11]=[CH:10][CH:9]=1, predict the reactants needed to synthesize it. The reactants are: C(=O)([O-])[O-].[Na+].[Na+].[CH2:7]([O:14][C:15]1[CH:20]=[CH:19][C:18](B(O)O)=[CH:17][C:16]=1[F:24])[C:8]1[CH:13]=[CH:12][CH:11]=[CH:10][CH:9]=1.Br[C:26]1[C:27]([NH2:32])=[N:28][CH:29]=[CH:30][CH:31]=1. (8) Given the product [NH2:1][C:2]1[C:3]([C:15]([NH:17][C:18]2[C:23]([N:24]3[CH2:29][CH2:28][C:27]([NH2:31])([CH3:30])[CH2:26][CH2:25]3)=[CH:22][CH:21]=[CH:20][N:19]=2)=[O:16])=[N:4][C:5]([C:8]2[C:13]([Cl:14])=[CH:12][CH:11]=[CH:10][N:9]=2)=[CH:6][N:7]=1, predict the reactants needed to synthesize it. The reactants are: [NH2:1][C:2]1[C:3]([C:15]([NH:17][C:18]2[C:23]([N:24]3[CH2:29][CH2:28][C:27]([NH:31]C(=O)OC(C)(C)C)([CH3:30])[CH2:26][CH2:25]3)=[CH:22][CH:21]=[CH:20][N:19]=2)=[O:16])=[N:4][C:5]([C:8]2[C:13]([Cl:14])=[CH:12][CH:11]=[CH:10][N:9]=2)=[CH:6][N:7]=1.FC(F)(F)C(O)=O.NC1C(C(NC2C(N3CCC(NC(=O)OC(C)(C)C)(CC)CC3)=CC=CN=2)=O)=NC(C2C(C(F)(F)F)=CC=CN=2)=CN=1. (9) Given the product [CH3:13][O:12][C:5]1[CH:6]=[CH:7][CH:8]=[C:9]([O:10][CH3:11])[C:4]=1/[C:2](=[N:14]/[CH2:15][CH:16]1[CH2:20][CH2:19][CH2:18][N:17]1[CH2:21][CH3:22])/[CH3:1], predict the reactants needed to synthesize it. The reactants are: [CH3:1][C:2]([C:4]1[C:9]([O:10][CH3:11])=[CH:8][CH:7]=[CH:6][C:5]=1[O:12][CH3:13])=O.[NH2:14][CH2:15][CH:16]1[CH2:20][CH2:19][CH2:18][N:17]1[CH2:21][CH3:22].S([O-])([O-])(=O)=O.[Mg+2]. (10) Given the product [CH3:25][C:16]1[CH:21]=[CH:20][C:19]([C:22]([N:11]=[C:9]2[N:8]([CH2:37][C:28]([OH:27])=[O:43])[C:7]3[CH:12]=[CH:13][C:4]([O:3][C:2]([F:1])([F:14])[F:15])=[CH:5][C:6]=3[S:10]2)=[O:23])=[CH:18][CH:17]=1, predict the reactants needed to synthesize it. The reactants are: [F:1][C:2]([F:15])([F:14])[O:3][C:4]1[CH:13]=[CH:12][C:7]2[N:8]=[C:9]([NH2:11])[S:10][C:6]=2[CH:5]=1.[C:16]1([CH3:25])[CH:21]=[CH:20][C:19]([C:22](Cl)=[O:23])=[CH:18][CH:17]=1.C[O:27][C:28]1[CH:37]=CC2N=C(N)SC=2C=1.ClC1C=C(C=CC=1)C(Cl)=[O:43].